From a dataset of CYP2C9 inhibition data for predicting drug metabolism from PubChem BioAssay. Regression/Classification. Given a drug SMILES string, predict its absorption, distribution, metabolism, or excretion properties. Task type varies by dataset: regression for continuous measurements (e.g., permeability, clearance, half-life) or binary classification for categorical outcomes (e.g., BBB penetration, CYP inhibition). Dataset: cyp2c9_veith. (1) The drug is CN1C(=O)/C(=C\c2ccccc2)Sc2ccc(C(=O)N3CCN(c4ccccn4)CC3)cc21. The result is 1 (inhibitor). (2) The result is 0 (non-inhibitor). The molecule is COc1ccc(-n2c(=O)c(-c3ccc(F)cc3)nc3cnc(OC)nc32)cc1. (3) The drug is Cn1c(=O)c(-c2ccc(Cl)cc2)nc2cnc(Nc3ccccc3)nc21. The result is 0 (non-inhibitor). (4) The molecule is CN1CCN(c2nc(N(C)C)oc(=O)c2C#N)CC1. The result is 0 (non-inhibitor). (5) The compound is C[n+]1cccc(/C=C\c2ccc3cccc(O)c3n2)c1. The result is 0 (non-inhibitor). (6) The result is 0 (non-inhibitor). The compound is O=C(CN1CCN(Cc2ccccc2)CC1)c1ccc(Br)cc1. (7) The drug is O=C(c1ccc([N+](=O)[O-])cc1)[C@@H](Br)[C@@H](Br)c1ccnc2ccccc12. The result is 1 (inhibitor). (8) The drug is Cc1cc(Nc2ccc(Cl)cc2)nc(N)n1. The result is 0 (non-inhibitor). (9) The molecule is C[C@@H]1O[C@H](O[C@@H]2C[C@@H](O)[C@]3(CO)[C@H]4[C@H](O)C[C@]5(C)[C@@H](C6=CC(=O)OC6)CC[C@@]5(O)[C@@H]4CC[C@]3(O)C2)[C@@H](O)[C@H](O)[C@H]1O. The result is 0 (non-inhibitor). (10) The drug is COc1ccc(C(=O)N2CCC3(CC2)CN(c2ccccn2)C3)cc1. The result is 0 (non-inhibitor).